From a dataset of NCI-60 drug combinations with 297,098 pairs across 59 cell lines. Regression. Given two drug SMILES strings and cell line genomic features, predict the synergy score measuring deviation from expected non-interaction effect. (1) Drug 1: COC1=NC(=NC2=C1N=CN2C3C(C(C(O3)CO)O)O)N. Drug 2: CC1C(C(CC(O1)OC2CC(CC3=C2C(=C4C(=C3O)C(=O)C5=C(C4=O)C(=CC=C5)OC)O)(C(=O)CO)O)N)O.Cl. Cell line: MOLT-4. Synergy scores: CSS=63.7, Synergy_ZIP=-2.68, Synergy_Bliss=-3.50, Synergy_Loewe=-5.29, Synergy_HSA=0.211. (2) Drug 1: CC1C(C(=O)NC(C(=O)N2CCCC2C(=O)N(CC(=O)N(C(C(=O)O1)C(C)C)C)C)C(C)C)NC(=O)C3=C4C(=C(C=C3)C)OC5=C(C(=O)C(=C(C5=N4)C(=O)NC6C(OC(=O)C(N(C(=O)CN(C(=O)C7CCCN7C(=O)C(NC6=O)C(C)C)C)C)C(C)C)C)N)C. Drug 2: CCN(CC)CCCC(C)NC1=C2C=C(C=CC2=NC3=C1C=CC(=C3)Cl)OC. Cell line: DU-145. Synergy scores: CSS=23.5, Synergy_ZIP=-9.34, Synergy_Bliss=-3.01, Synergy_Loewe=-19.3, Synergy_HSA=-3.79. (3) Drug 1: CC(CN1CC(=O)NC(=O)C1)N2CC(=O)NC(=O)C2. Drug 2: C1C(C(OC1N2C=NC(=NC2=O)N)CO)O. Cell line: HS 578T. Synergy scores: CSS=17.3, Synergy_ZIP=-3.13, Synergy_Bliss=6.45, Synergy_Loewe=4.93, Synergy_HSA=6.42. (4) Drug 1: CC1=C2C(C(=O)C3(C(CC4C(C3C(C(C2(C)C)(CC1OC(=O)C(C(C5=CC=CC=C5)NC(=O)OC(C)(C)C)O)O)OC(=O)C6=CC=CC=C6)(CO4)OC(=O)C)OC)C)OC. Drug 2: C(CCl)NC(=O)N(CCCl)N=O. Cell line: LOX IMVI. Synergy scores: CSS=48.3, Synergy_ZIP=-1.95, Synergy_Bliss=0.598, Synergy_Loewe=2.08, Synergy_HSA=4.27. (5) Drug 1: C1CN(P(=O)(OC1)NCCCl)CCCl. Drug 2: CC(C)CN1C=NC2=C1C3=CC=CC=C3N=C2N. Cell line: U251. Synergy scores: CSS=2.44, Synergy_ZIP=0.927, Synergy_Bliss=4.01, Synergy_Loewe=1.33, Synergy_HSA=1.17. (6) Drug 1: C1C(C(OC1N2C=C(C(=O)NC2=O)F)CO)O. Drug 2: CCCCC(=O)OCC(=O)C1(CC(C2=C(C1)C(=C3C(=C2O)C(=O)C4=C(C3=O)C=CC=C4OC)O)OC5CC(C(C(O5)C)O)NC(=O)C(F)(F)F)O. Cell line: SK-OV-3. Synergy scores: CSS=23.5, Synergy_ZIP=-7.05, Synergy_Bliss=1.03, Synergy_Loewe=-14.8, Synergy_HSA=-0.650. (7) Drug 1: CC1=CC2C(CCC3(C2CCC3(C(=O)C)OC(=O)C)C)C4(C1=CC(=O)CC4)C. Synergy scores: CSS=3.64, Synergy_ZIP=0.460, Synergy_Bliss=3.00, Synergy_Loewe=-11.9, Synergy_HSA=-1.76. Drug 2: CC1=CC=C(C=C1)C2=CC(=NN2C3=CC=C(C=C3)S(=O)(=O)N)C(F)(F)F. Cell line: DU-145. (8) Drug 1: CC1C(C(CC(O1)OC2CC(CC3=C2C(=C4C(=C3O)C(=O)C5=C(C4=O)C(=CC=C5)OC)O)(C(=O)C)O)N)O.Cl. Drug 2: C1C(C(OC1N2C=C(C(=O)NC2=O)F)CO)O. Cell line: HOP-92. Synergy scores: CSS=35.9, Synergy_ZIP=-2.42, Synergy_Bliss=-1.24, Synergy_Loewe=3.64, Synergy_HSA=4.82. (9) Drug 1: CC1C(C(CC(O1)OC2CC(CC3=C2C(=C4C(=C3O)C(=O)C5=C(C4=O)C(=CC=C5)OC)O)(C(=O)C)O)N)O.Cl. Drug 2: CC1C(C(=O)NC(C(=O)N2CCCC2C(=O)N(CC(=O)N(C(C(=O)O1)C(C)C)C)C)C(C)C)NC(=O)C3=C4C(=C(C=C3)C)OC5=C(C(=O)C(=C(C5=N4)C(=O)NC6C(OC(=O)C(N(C(=O)CN(C(=O)C7CCCN7C(=O)C(NC6=O)C(C)C)C)C)C(C)C)C)N)C. Cell line: M14. Synergy scores: CSS=-1.94, Synergy_ZIP=-2.77, Synergy_Bliss=-6.77, Synergy_Loewe=-7.57, Synergy_HSA=-7.85.